Dataset: Catalyst prediction with 721,799 reactions and 888 catalyst types from USPTO. Task: Predict which catalyst facilitates the given reaction. Reactant: Br[C:2]1[N:6]2[C:7]3[CH:19]=[CH:18][CH:17]=[N:16][C:8]=3[NH:9][C:10]3[CH:15]=[CH:14][CH:13]=[CH:12][C:11]=3[C:5]2=[N:4][C:3]=1[C:20]1[CH:25]=[CH:24][C:23]([C:26]2([NH:30][C:31](=[O:37])[O:32][C:33]([CH3:36])([CH3:35])[CH3:34])[CH2:29][CH2:28][CH2:27]2)=[CH:22][CH:21]=1.C(O)C.C(=O)(O)[O-].[Na+].[C:46]1(B(O)O)[CH:51]=[CH:50][CH:49]=[CH:48][CH:47]=1. Product: [C:46]1([C:2]2[N:6]3[C:7]4[CH:19]=[CH:18][CH:17]=[N:16][C:8]=4[NH:9][C:10]4[CH:15]=[CH:14][CH:13]=[CH:12][C:11]=4[C:5]3=[N:4][C:3]=2[C:20]2[CH:21]=[CH:22][C:23]([C:26]3([NH:30][C:31](=[O:37])[O:32][C:33]([CH3:34])([CH3:35])[CH3:36])[CH2:29][CH2:28][CH2:27]3)=[CH:24][CH:25]=2)[CH:51]=[CH:50][CH:49]=[CH:48][CH:47]=1. The catalyst class is: 11.